Dataset: Full USPTO retrosynthesis dataset with 1.9M reactions from patents (1976-2016). Task: Predict the reactants needed to synthesize the given product. (1) Given the product [NH2:16][C:15]1[C:10]2[B:11]([OH:14])[O:12][CH2:13][C:9]=2[CH:8]=[CH:7][C:6]=1[O:5][CH2:4][C:3]([NH:20][C:21](=[O:33])[C:22]1[CH:27]=[CH:26][C:25]([O:28][C:29]([F:31])([F:32])[F:30])=[CH:24][CH:23]=1)([C:1]#[N:2])[CH3:19], predict the reactants needed to synthesize it. The reactants are: [C:1]([C:3]([NH:20][C:21](=[O:33])[C:22]1[CH:27]=[CH:26][C:25]([O:28][C:29]([F:32])([F:31])[F:30])=[CH:24][CH:23]=1)([CH3:19])[CH2:4][O:5][C:6]1[CH:7]=[CH:8][C:9]2[CH2:13][O:12][B:11]([OH:14])[C:10]=2[C:15]=1[N+:16]([O-])=O)#[N:2]. (2) Given the product [Cl:8][C:6]1[CH:5]=[CH:4][C:3]([CH:9]([NH:11][C:12]2[CH:17]=[CH:16][C:15]([C:18]3[CH:23]=[CH:22][C:21]([F:24])=[CH:20][CH:19]=3)=[CH:14][CH:13]=2)[CH3:10])=[C:2]([C:33]2[CH:34]=[CH:35][C:36]([C:39]([NH:41][CH2:42][CH2:43][C:44]([O:46][CH2:47][CH3:48])=[O:45])=[O:40])=[N:37][CH:38]=2)[CH:7]=1, predict the reactants needed to synthesize it. The reactants are: Br[C:2]1[CH:7]=[C:6]([Cl:8])[CH:5]=[CH:4][C:3]=1[CH:9]([NH:11][C:12]1[CH:17]=[CH:16][C:15]([C:18]2[CH:23]=[CH:22][C:21]([F:24])=[CH:20][CH:19]=2)=[CH:14][CH:13]=1)[CH3:10].CC1(C)C(C)(C)OB([C:33]2[CH:34]=[CH:35][C:36]([C:39]([NH:41][CH2:42][CH2:43][C:44]([O:46][CH2:47][CH3:48])=[O:45])=[O:40])=[N:37][CH:38]=2)O1.C([O-])([O-])=O.[K+].[K+].O.